Dataset: Reaction yield outcomes from USPTO patents with 853,638 reactions. Task: Predict the reaction yield, written as a fraction of the theoretical maximum amount of product (1.0 means a 100% yield; for example, 0.34 means a 34% yield). The reactants are [CH3:1][C@H:2]([N:13]=[N+]=[N-])[CH2:3][C:4]1[CH:9]=[C:8]([F:10])[CH:7]=[C:6]([F:11])[C:5]=1[F:12]. The catalyst is CCOC(C)=O.[Pd]. The product is [CH3:1][C@H:2]([NH2:13])[CH2:3][C:4]1[CH:9]=[C:8]([F:10])[CH:7]=[C:6]([F:11])[C:5]=1[F:12]. The yield is 0.580.